Predict the reactants needed to synthesize the given product. From a dataset of Full USPTO retrosynthesis dataset with 1.9M reactions from patents (1976-2016). (1) Given the product [Cl:1][C:2]1[C:3]([CH3:18])=[CH:4][C:5]([C:20]2[CH:25]=[N:24][C:23]([CH:26]3[CH2:28][CH2:27]3)=[CH:22][N:21]=2)=[CH:6][C:7]=1[CH3:8], predict the reactants needed to synthesize it. The reactants are: [Cl:1][C:2]1[C:7]([CH3:8])=[CH:6][C:5](B2OC(C)(C)C(C)(C)O2)=[CH:4][C:3]=1[CH3:18].Br[C:20]1[CH:25]=[N:24][C:23]([CH:26]2[CH2:28][CH2:27]2)=[CH:22][N:21]=1. (2) Given the product [Cl:1][C:2]1[N:9]=[C:8]([C:29]2[CH:30]=[CH:31][C:26]([O:25][CH3:24])=[CH:27][CH:28]=2)[CH:7]=[C:6]([C:11]2[CH:12]=[CH:13][C:14]([O:17][C:18]3[CH:19]=[CH:20][CH:21]=[CH:22][CH:23]=3)=[CH:15][CH:16]=2)[C:3]=1[C:4]#[N:5], predict the reactants needed to synthesize it. The reactants are: [Cl:1][C:2]1[N:9]=[C:8](Cl)[CH:7]=[C:6]([C:11]2[CH:16]=[CH:15][C:14]([O:17][C:18]3[CH:23]=[CH:22][CH:21]=[CH:20][CH:19]=3)=[CH:13][CH:12]=2)[C:3]=1[C:4]#[N:5].[CH3:24][O:25][C:26]1[CH:31]=[CH:30][C:29](B(O)O)=[CH:28][CH:27]=1.O.[O-]P([O-])([O-])=O.[K+].[K+].[K+]. (3) Given the product [F:1][CH:2]([F:18])[C@@:3]1([C:10]2[CH:15]=[CH:14][CH:13]=[C:12]([F:16])[C:11]=2[F:17])[CH2:4][O:5][CH2:6][C:7]([NH2:19])=[N:8]1, predict the reactants needed to synthesize it. The reactants are: [F:1][CH:2]([F:18])[C@:3]1([C:10]2[CH:15]=[CH:14][CH:13]=[C:12]([F:16])[C:11]=2[F:17])[NH:8][C:7](=S)[CH2:6][O:5][CH2:4]1.[NH3:19].CO. (4) Given the product [CH3:4][O:5][C:6]1[CH:13]=[CH:12][C:9]([CH:10]=[N:3][NH:2][CH3:1])=[CH:8][CH:7]=1, predict the reactants needed to synthesize it. The reactants are: [CH3:1][NH:2][NH2:3].[CH3:4][O:5][C:6]1[CH:13]=[CH:12][C:9]([CH:10]=O)=[CH:8][CH:7]=1.